This data is from Carcinogenicity classification data from Lagunin et al.. The task is: Regression/Classification. Given a drug SMILES string, predict its toxicity properties. Task type varies by dataset: regression for continuous values (e.g., LD50, hERG inhibition percentage) or binary classification for toxic/non-toxic outcomes (e.g., AMES mutagenicity, cardiotoxicity, hepatotoxicity). Dataset: carcinogens_lagunin. (1) The compound is C=CCNN. The result is 1 (carcinogenic). (2) The compound is O=C(/C=C/c1ccc(O)c(O)c1)O[C@@H]1C[C@](O)(C(=O)O)C[C@@H](O)[C@H]1O. The result is 0 (non-carcinogenic). (3) The compound is COc1ccc2c3c([nH]c2c1)[C@H]1C[C@H]2[C@H](C[C@@H](O)[C@H](OC)[C@H]2C(=O)O)CN1CC3. The result is 0 (non-carcinogenic). (4) The molecule is NCCNc1cccc2ccccc12. The result is 1 (carcinogenic). (5) The molecule is CN(C)[C@@H]1CCCCC(OC2c3ccccc3CCc3ccccc32)C1. The result is 0 (non-carcinogenic). (6) The molecule is O=C(O)C1=NN(c2ccc(S(=O)(=O)O)cc2)C(=O)C1/N=N/c1ccc(S(=O)(=O)O)cc1. The result is 1 (carcinogenic). (7) The compound is Cn1cc(C(=O)O)c(=O)c2ccc(/C=C/c3ccc([N+](=O)[O-])o3)nc21. The result is 1 (carcinogenic). (8) The compound is CC(=O)N[C@@H](CC(=O)N[C@H](CCC(=O)O)C(=O)O)C(=O)O. The result is 0 (non-carcinogenic).